Dataset: Catalyst prediction with 721,799 reactions and 888 catalyst types from USPTO. Task: Predict which catalyst facilitates the given reaction. (1) Reactant: [N:1]1[CH:6]=[CH:5][CH:4]=[C:3]([C:7]2[CH:8]=[C:9]3[C:19]4[C:14](=[N:15][CH:16]=[C:17]([C:20]5[CH:37]=[CH:36][C:23]([O:24][CH2:25][CH2:26][CH2:27][NH:28]C(=O)OC(C)(C)C)=[CH:22][CH:21]=5)[CH:18]=4)[NH:13][C:10]3=[CH:11][N:12]=2)[CH:2]=1.FC(F)(F)C(O)=O.C(=O)(O)[O-].[Na+]. Product: [N:1]1[CH:6]=[CH:5][CH:4]=[C:3]([C:7]2[CH:8]=[C:9]3[C:19]4[C:14](=[N:15][CH:16]=[C:17]([C:20]5[CH:37]=[CH:36][C:23]([O:24][CH2:25][CH2:26][CH2:27][NH2:28])=[CH:22][CH:21]=5)[CH:18]=4)[NH:13][C:10]3=[CH:11][N:12]=2)[CH:2]=1. The catalyst class is: 4. (2) Reactant: S(Cl)([Cl:3])=O.[NH2:5][C:6]1[N:11]=[C:10]([CH3:12])[C:9]([CH2:13][C:14]2[CH:19]=[CH:18][C:17]([CH2:20]O)=[CH:16][C:15]=2[F:22])=[C:8]([NH:23][CH2:24][CH2:25][CH2:26][CH2:27][CH3:28])[N:7]=1. Product: [Cl:3][CH2:20][C:17]1[CH:18]=[CH:19][C:14]([CH2:13][C:9]2[C:8]([NH:23][CH2:24][CH2:25][CH2:26][CH2:27][CH3:28])=[N:7][C:6]([NH2:5])=[N:11][C:10]=2[CH3:12])=[C:15]([F:22])[CH:16]=1. The catalyst class is: 2. (3) Reactant: [S:1]1[CH:5]=[CH:4][CH:3]=[C:2]1[CH:6]=O.[CH3:8][O:9][CH2:10][CH2:11][NH2:12].[C:13]1(=[O:24])[O:19][C:17](=O)[C:16]2=[CH:20][CH:21]=[CH:22][CH:23]=[C:15]2[CH2:14]1.[CH3:25][O:26][C:27]1[CH:28]=[C:29]([CH:31]=[CH:32][CH:33]=1)[NH2:30]. Product: [CH3:8][O:9][CH2:10][CH2:11][N:12]1[CH:6]([C:2]2[S:1][CH:5]=[CH:4][CH:3]=2)[CH:14]([C:13]([NH:30][C:29]2[CH:31]=[CH:32][CH:33]=[C:27]([O:26][CH3:25])[CH:28]=2)=[O:24])[C:15]2[C:16](=[CH:20][CH:21]=[CH:22][CH:23]=2)[C:17]1=[O:19]. The catalyst class is: 866.